This data is from Full USPTO retrosynthesis dataset with 1.9M reactions from patents (1976-2016). The task is: Predict the reactants needed to synthesize the given product. (1) Given the product [OH:6][C@H:5]([CH2:4][OH:3])[CH2:7][O:8][NH:9][C:10]([C:12]1[O:20][C:15]2=[CH:16][N:17]=[CH:18][CH:19]=[C:14]2[C:13]=1[NH:21][C:22]1[CH:27]=[CH:26][C:25]([I:28])=[CH:24][C:23]=1[F:29])=[O:11], predict the reactants needed to synthesize it. The reactants are: CC1(C)[O:6][C@@H:5]([CH2:7][O:8][NH:9][C:10]([C:12]2[O:20][C:15]3=[CH:16][N:17]=[CH:18][CH:19]=[C:14]3[C:13]=2[NH:21][C:22]2[CH:27]=[CH:26][C:25]([I:28])=[CH:24][C:23]=2[F:29])=[O:11])[CH2:4][O:3]1.N. (2) Given the product [CH2:33]1[C:34]2[C:39](=[CH:38][CH:37]=[CH:36][CH:35]=2)[CH2:40][CH2:41][N:32]1[C:23]1[CH:24]=[CH:25][C:26]([C:28]([F:30])([F:31])[F:29])=[CH:27][C:22]=1[NH:21][C:2](=[O:9])[C:3]1[CH:8]=[CH:7][N:6]=[CH:5][CH:4]=1, predict the reactants needed to synthesize it. The reactants are: Cl.[C:2](Cl)(=[O:9])[C:3]1[CH:8]=[CH:7][N:6]=[CH:5][CH:4]=1.C(N(CC)CC)C.ClCCl.[NH2:21][C:22]1[CH:27]=[C:26]([C:28]([F:31])([F:30])[F:29])[CH:25]=[CH:24][C:23]=1[N:32]1[CH2:41][CH2:40][C:39]2[C:34](=[CH:35][CH:36]=[CH:37][CH:38]=2)[CH2:33]1. (3) Given the product [Br:14][C:15]1[CH:20]=[C:19]([CH3:21])[C:18]([O:22][CH3:23])=[CH:17][C:16]=1[NH:24][C:25]([N:1]1[CH:6]=[CH:5][C:4](=[O:7])[CH2:3][CH:2]1[C:8]1[CH:9]=[N:10][CH:11]=[CH:12][CH:13]=1)=[O:26], predict the reactants needed to synthesize it. The reactants are: [NH:1]1[CH:6]=[CH:5][C:4](=[O:7])[CH2:3][CH:2]1[C:8]1[CH:9]=[N:10][CH:11]=[CH:12][CH:13]=1.[Br:14][C:15]1[CH:20]=[C:19]([CH3:21])[C:18]([O:22][CH3:23])=[CH:17][C:16]=1[N:24]=[C:25]=[O:26]. (4) Given the product [F:1][C:2]1[CH:7]=[CH:6][C:5]([C:8]2[C:9]([C:29](=[O:41])[CH:26]([CH3:27])[CH3:25])=[C:10]3[CH:15]=[CH:14][C:13]([C:16]([F:19])([F:18])[F:17])=[CH:12][N:11]3[N:20]=2)=[CH:4][CH:3]=1, predict the reactants needed to synthesize it. The reactants are: [F:1][C:2]1[CH:7]=[CH:6][C:5]([C:8](=[N:20]O)[CH2:9][C:10]2[CH:15]=[CH:14][C:13]([C:16]([F:19])([F:18])[F:17])=[CH:12][N:11]=2)=[CH:4][CH:3]=1.FC1C=[CH:27][C:26]([C:29](=[O:41])CC2C=CC(C(F)(F)F)=CN=2)=[CH:25]C=1.[OH-].[Na+].Cl.NO.C. (5) Given the product [CH2:19]([N:18]1[C:17]2[CH:21]=[C:22]([C:25]([F:28])([F:27])[F:26])[CH:23]=[CH:24][C:16]=2[N:15]=[C:14]1[CH:12]([NH:11][S:8]([C:5]1[CH:4]=[CH:3][C:2](=[O:29])[NH:7][CH:6]=1)(=[O:10])=[O:9])[CH3:13])[CH3:20], predict the reactants needed to synthesize it. The reactants are: Cl[C:2]1[N:7]=[CH:6][C:5]([S:8]([NH:11][C@@H:12]([C:14]2[N:18]([CH2:19][CH3:20])[C:17]3[CH:21]=[C:22]([C:25]([F:28])([F:27])[F:26])[CH:23]=[CH:24][C:16]=3[N:15]=2)[CH3:13])(=[O:10])=[O:9])=[CH:4][CH:3]=1.[OH-:29].[Na+]. (6) The reactants are: [Br:1][C:2]1[CH:3]=[C:4]2[C:9](=[CH:10][CH:11]=1)[C:8](=[O:12])[NH:7][CH:6]=[CH:5]2.Br[CH2:14][C:15]1[CH:24]=[CH:23][C:18]([C:19]([O:21][CH3:22])=[O:20])=[CH:17][CH:16]=1. Given the product [Br:1][C:2]1[CH:3]=[C:4]2[C:9](=[CH:10][CH:11]=1)[C:8](=[O:12])[N:7]([CH2:14][C:15]1[CH:24]=[CH:23][C:18]([C:19]([O:21][CH3:22])=[O:20])=[CH:17][CH:16]=1)[CH:6]=[CH:5]2, predict the reactants needed to synthesize it. (7) Given the product [NH2:39][C@H:9]([CH2:8][C:5]1[CH:4]=[CH:3][C:2]([Cl:1])=[CH:7][CH:6]=1)[C:10]([N:12]1[CH2:13][CH2:14][CH:15]([N:18]2[N:27]=[C:26]([C:28]3[CH:33]=[CH:32][C:31]([O:34][CH3:35])=[C:30]([O:36][CH3:37])[CH:29]=3)[C@@H:25]3[C@@H:20]([CH2:21][CH2:22][CH2:23][CH2:24]3)[C:19]2=[O:38])[CH2:16][CH2:17]1)=[O:11], predict the reactants needed to synthesize it. The reactants are: [Cl:1][C:2]1[CH:7]=[CH:6][C:5]([CH2:8][C@@H:9]([NH:39]C(=O)OC(C)(C)C)[C:10]([N:12]2[CH2:17][CH2:16][CH:15]([N:18]3[N:27]=[C:26]([C:28]4[CH:33]=[CH:32][C:31]([O:34][CH3:35])=[C:30]([O:36][CH3:37])[CH:29]=4)[C@@H:25]4[C@@H:20]([CH2:21][CH2:22][CH2:23][CH2:24]4)[C:19]3=[O:38])[CH2:14][CH2:13]2)=[O:11])=[CH:4][CH:3]=1.Cl.